Dataset: Forward reaction prediction with 1.9M reactions from USPTO patents (1976-2016). Task: Predict the product of the given reaction. Given the reactants [Cl:1][C:2]1[CH:7]=[CH:6][CH:5]=[CH:4][C:3]=1[CH:8]([O:10][C:11](=[O:27])[NH:12][C:13]1[C:14]([CH3:26])=[N:15][O:16][C:17]=1[C:18]1[CH:23]=[CH:22][C:21]([CH2:24]Cl)=[CH:20][CH:19]=1)[CH3:9].[C:28]([C:31]1[S:32][C:33](B(O)O)=[CH:34][CH:35]=1)([OH:30])=[O:29], predict the reaction product. The product is: [Cl:1][C:2]1[CH:7]=[CH:6][CH:5]=[CH:4][C:3]=1[CH:8]([O:10][C:11]([NH:12][C:13]1[C:14]([CH3:26])=[N:15][O:16][C:17]=1[C:18]1[CH:23]=[CH:22][C:21]([CH2:24][C:33]2[S:32][C:31]([C:28]([OH:30])=[O:29])=[CH:35][CH:34]=2)=[CH:20][CH:19]=1)=[O:27])[CH3:9].